From a dataset of Peptide-MHC class I binding affinity with 185,985 pairs from IEDB/IMGT. Regression. Given a peptide amino acid sequence and an MHC pseudo amino acid sequence, predict their binding affinity value. This is MHC class I binding data. (1) The binding affinity (normalized) is 0.438. The MHC is Patr-A0301 with pseudo-sequence Patr-A0301. The peptide sequence is SQFSRGNYR. (2) The peptide sequence is YNCKCCWFA. The MHC is HLA-A02:02 with pseudo-sequence HLA-A02:02. The binding affinity (normalized) is 0.105.